Task: Binary Classification. Given a drug SMILES string, predict its activity (active/inactive) in a high-throughput screening assay against a specified biological target.. Dataset: HIV replication inhibition screening data with 41,000+ compounds from the AIDS Antiviral Screen (1) The compound is Cc1cc(C)nc(NS(=O)(=O)c2ccc(NC(=O)c3ccc4nc5ccccc5c(Nc5ccc(S(=O)(=O)NC(=N)N)cc5)c4c3)cc2)n1. The result is 1 (active). (2) The compound is CN1C(=O)NC(C=O)(CCc2ccccc2)C1=O. The result is 0 (inactive). (3) The drug is CC1=C2C(=CC(C)(C)C2O)C(=O)C(C)(O)C12CC2. The result is 0 (inactive). (4) The drug is CC1(COc2ccccc2OCC2(C)CO2)CO1. The result is 0 (inactive). (5) The molecule is CS(=O)(=O)N(CCC#N)c1ccc(C=C2N=C(c3ccccc3Cl)OC2=O)cc1. The result is 0 (inactive). (6) The compound is CC(C)C(NC(=O)C(CSSCC(NC(=O)OCc1ccccc1)C(=O)NC(C(=O)O)C(C)C)NC(=O)OCc1ccccc1)C(=O)O. The result is 0 (inactive). (7) The molecule is O=c1[nH]nc(-c2cccc(Br)c2)[nH]1. The result is 0 (inactive).